From a dataset of Forward reaction prediction with 1.9M reactions from USPTO patents (1976-2016). Predict the product of the given reaction. (1) Given the reactants [O:1]1[C:5]2[CH:6]=[CH:7][C:8]([C:10]3([C:13]([NH:15][C:16]4[CH:21]=[CH:20][CH:19]=[C:18]([CH2:22][C:23]5[CH:28]=[CH:27][C:26](OC)=[CH:25][CH:24]=5)[N:17]=4)=[O:14])[CH2:12][CH2:11]3)=[CH:9][C:4]=2[O:3][CH2:2]1.[Cl-].[CH3:32]C1C=CC=CC=1C[Zn+].O1C2C=CC(C3(C(NC4C=CC=C(Br)N=4)=O)CC3)=CC=2OC1, predict the reaction product. The product is: [O:1]1[C:5]2[CH:6]=[CH:7][C:8]([C:10]3([C:13]([NH:15][C:16]4[CH:21]=[CH:20][CH:19]=[C:18]([CH2:22][C:23]5[CH:28]=[CH:27][CH:26]=[CH:25][C:24]=5[CH3:32])[N:17]=4)=[O:14])[CH2:12][CH2:11]3)=[CH:9][C:4]=2[O:3][CH2:2]1. (2) The product is: [Cl:1][C:2]1[CH:3]=[C:4]([CH:25]=[CH:26][CH:27]=1)[C:5]([NH:7][C:8]1[CH:9]=[CH:10][C:11]([CH3:24])=[C:12]([OH:14])[CH:13]=1)=[O:6]. Given the reactants [Cl:1][C:2]1[CH:3]=[C:4]([CH:25]=[CH:26][CH:27]=1)[C:5]([NH:7][C:8]1[CH:9]=[CH:10][C:11]([CH3:24])=[C:12]([O:14]C(=O)C2C=CC=C(Cl)C=2)[CH:13]=1)=[O:6].[OH-].[Na+], predict the reaction product.